Predict the product of the given reaction. From a dataset of Forward reaction prediction with 1.9M reactions from USPTO patents (1976-2016). (1) Given the reactants Br[C:2]1[CH:23]=[CH:22][C:5]2[C:6]3[N:7]([CH:11]=[C:12]([C:14]4[N:18]([CH:19]([CH3:21])[CH3:20])[N:17]=[CH:16][N:15]=4)[N:13]=3)[CH2:8][CH2:9][O:10][C:4]=2[CH:3]=1.[C:24]([O:29][CH3:30])(=[O:28])[C:25]([CH3:27])=[CH2:26].C(N(CC)CC)C.C1(C)C=CC=CC=1P(C1C=CC=CC=1C)C1C=CC=CC=1C, predict the reaction product. The product is: [CH3:30][O:29][C:24](=[O:28])/[C:25](/[CH3:27])=[CH:26]/[C:2]1[CH:23]=[CH:22][C:5]2[C:6]3[N:7]([CH2:8][CH2:9][O:10][C:4]=2[CH:3]=1)[CH:11]=[C:12]([C:14]1[N:18]([CH:19]([CH3:21])[CH3:20])[N:17]=[CH:16][N:15]=1)[N:13]=3. (2) Given the reactants COC1C=CC(CN2C[C@@H]3[C@@H](CNCC3)C2)=CC=1.[CH3:19][O:20][C:21]1[CH:45]=[CH:44][C:24]([CH2:25][N:26]2[C:34](=[O:35])[C@@H:33]3[C@@H:28]([CH2:29][N:30]([C:36]([O:38][C:39]([CH3:42])([CH3:41])[CH3:40])=[O:37])[CH2:31][CH2:32]3)[C:27]2=[O:43])=[CH:23][CH:22]=1.B, predict the reaction product. The product is: [CH3:19][O:20][C:21]1[CH:22]=[CH:23][C:24]([CH2:25][N:26]2[C:34](=[O:35])[C@H:33]3[C@H:28]([CH2:29][N:30]([C:36]([O:38][C:39]([CH3:42])([CH3:40])[CH3:41])=[O:37])[CH2:31][CH2:32]3)[C:27]2=[O:43])=[CH:44][CH:45]=1. (3) Given the reactants Cl.[NH2:2][OH:3].[CH3:4][N:5]([CH3:15])[C:6]1[CH:7]=[C:8]([CH:11]=[C:12]([CH3:14])[N:13]=1)[C:9]#[N:10], predict the reaction product. The product is: [CH3:4][N:5]([CH3:15])[C:6]1[CH:7]=[C:8]([CH:11]=[C:12]([CH3:14])[N:13]=1)[C:9]([NH:2][OH:3])=[NH:10]. (4) The product is: [F:19][C:2]([F:1])([F:20])[C:3]1[CH:4]=[CH:5][C:6]([O:7][C:8]2[CH:9]=[CH:10][C:11]([C:12]([NH:21][CH2:22][C:23]([OH:25])=[O:24])=[O:14])=[CH:15][CH:16]=2)=[CH:17][CH:18]=1. Given the reactants [F:1][C:2]([F:20])([F:19])[C:3]1[CH:18]=[CH:17][C:6]([O:7][C:8]2[CH:16]=[CH:15][C:11]([C:12]([OH:14])=O)=[CH:10][CH:9]=2)=[CH:5][CH:4]=1.[NH2:21][CH2:22][C:23]([OH:25])=[O:24], predict the reaction product. (5) Given the reactants [CH2:1]([N:8]([CH2:10][C@@H:11]1[CH2:14][C@H:13]([OH:15])[CH2:12]1)[CH3:9])[C:2]1[CH:7]=[CH:6][CH:5]=[CH:4][CH:3]=1.[H][H].C[OH:19], predict the reaction product. The product is: [CH2:1]([N:8]([CH3:9])[C:10]([CH:11]1[CH2:12][C:13](=[O:15])[CH2:14]1)=[O:19])[C:2]1[CH:7]=[CH:6][CH:5]=[CH:4][CH:3]=1.